Task: Predict the product of the given reaction.. Dataset: Forward reaction prediction with 1.9M reactions from USPTO patents (1976-2016) (1) Given the reactants Cl[CH2:2][C:3]1[N:4]=[C:5]2[N:10]=[CH:9][C:8]([C:11]3[CH:16]=[CH:15][CH:14]=[C:13]([F:17])[C:12]=3[CH3:18])=[N:7][N:6]2[CH:19]=1.[OH:20][C:21]1[CH:26]=[CH:25][CH:24]=[CH:23][N:22]=1, predict the reaction product. The product is: [F:17][C:13]1[C:12]([CH3:18])=[C:11]([C:8]2[CH:9]=[N:10][C:5]3[N:6]([CH:19]=[C:3]([CH2:2][O:20][C:21]4[CH:26]=[CH:25][CH:24]=[CH:23][N:22]=4)[N:4]=3)[N:7]=2)[CH:16]=[CH:15][CH:14]=1. (2) Given the reactants Br[C:2]1[CH:3]=[C:4]2[C:8]3=[C:9]([CH2:11][CH2:12][N:7]3[C@H:6]3[CH2:13][CH2:14][N:15]([C:17]([O:19][C:20]([CH3:23])([CH3:22])[CH3:21])=[O:18])[CH2:16][C@@H:5]23)[CH:10]=1.[C:24]1(B(O)O)[CH:29]=[CH:28][CH:27]=[CH:26][CH:25]=1, predict the reaction product. The product is: [C:24]1([C:2]2[CH:3]=[C:4]3[C:8]4=[C:9]([CH2:11][CH2:12][N:7]4[C@H:6]4[CH2:13][CH2:14][N:15]([C:17]([O:19][C:20]([CH3:23])([CH3:22])[CH3:21])=[O:18])[CH2:16][C@@H:5]34)[CH:10]=2)[CH:29]=[CH:28][CH:27]=[CH:26][CH:25]=1. (3) Given the reactants [Mg+2].[Cl-].[Cl-].CN[C@@H]1[C@@H](O[C@H]2O[C@H](CO)[C@@H](N)[C@H](O)[C@H]2O)OC2C[C@@H](N)[C@@H]([O:14][C@H:15]3[C@H:20]([OH:21])[C@@H:19]([OH:22])[C@H:18]([NH2:23])[CH2:17][C@@H:16]3[NH2:24])OC2[C@@H]1O.CCN1C2N=C(C)C=CC=2C(=O)C(C(O)=O)=C1, predict the reaction product. The product is: [CH2:17]1[C@H:16]([NH2:24])[C@@H:15]([OH:14])[CH:20]([OH:21])[C@@H:19]([OH:22])[C@@H:18]1[NH2:23]. (4) Given the reactants [N:1]([CH2:4][C:5]1([CH2:25][O:26][CH2:27][C:28]2[CH:33]=[CH:32][CH:31]=[CH:30][CH:29]=2)[CH2:24][CH2:23][CH2:22][C:7]2([O:11][C:10](=[O:12])[N:9]([CH2:13][C:14]3[CH:19]=[CH:18][C:17]([O:20][CH3:21])=[CH:16][CH:15]=3)[CH2:8]2)[CH2:6]1)=[N+]=[N-].[BH4-].[Na+], predict the reaction product. The product is: [NH2:1][CH2:4][C:5]1([CH2:25][O:26][CH2:27][C:28]2[CH:29]=[CH:30][CH:31]=[CH:32][CH:33]=2)[CH2:24][CH2:23][CH2:22][C:7]2([O:11][C:10](=[O:12])[N:9]([CH2:13][C:14]3[CH:19]=[CH:18][C:17]([O:20][CH3:21])=[CH:16][CH:15]=3)[CH2:8]2)[CH2:6]1.